From a dataset of Forward reaction prediction with 1.9M reactions from USPTO patents (1976-2016). Predict the product of the given reaction. Given the reactants [C:1]1([N:7]([C:14]2[CH:19]=[CH:18][CH:17]=[C:16]([C:20]([F:23])([F:22])[F:21])[CH:15]=2)[CH:8]2[CH2:13][CH2:12][NH:11][CH2:10][CH2:9]2)[CH:6]=[CH:5][CH:4]=[CH:3][CH:2]=1.Br[CH2:25][C:26]([O:28][CH2:29][CH3:30])=[O:27].C(N(CC)CC)C, predict the reaction product. The product is: [C:1]1([N:7]([C:14]2[CH:19]=[CH:18][CH:17]=[C:16]([C:20]([F:23])([F:21])[F:22])[CH:15]=2)[CH:8]2[CH2:9][CH2:10][N:11]([CH2:25][C:26]([O:28][CH2:29][CH3:30])=[O:27])[CH2:12][CH2:13]2)[CH:2]=[CH:3][CH:4]=[CH:5][CH:6]=1.